From a dataset of Catalyst prediction with 721,799 reactions and 888 catalyst types from USPTO. Predict which catalyst facilitates the given reaction. (1) The catalyst class is: 4. Reactant: [C:1]1([NH2:7])[CH:6]=[CH:5][CH:4]=[CH:3][CH:2]=1.[C:8]1([C:14]#[C:15][C:16](O)=[O:17])[CH:13]=[CH:12][CH:11]=[CH:10][CH:9]=1.C1(N=C=NC2CCCCC2)CCCCC1.O. Product: [C:1]1([NH:7][C:16](=[O:17])[C:15]#[C:14][C:8]2[CH:13]=[CH:12][CH:11]=[CH:10][CH:9]=2)[CH:6]=[CH:5][CH:4]=[CH:3][CH:2]=1. (2) Reactant: [CH3:1][O:2][C:3]1[CH:4]=[C:5]2[C:10](=[CH:11][C:12]=1[CH2:13][NH:14][C@H:15]1[CH2:20][CH2:19][CH2:18][NH:17][C@H:16]1[C:21]1[CH:26]=[CH:25][CH:24]=[CH:23][CH:22]=1)[N:9]([CH3:27])[C:8](=[O:28])[CH2:7][CH2:6]2.I[CH:30]([CH3:32])[CH3:31]. Product: [CH:30]([N:17]1[CH2:18][CH2:19][CH2:20][C@H:15]([NH:14][CH2:13][C:12]2[CH:11]=[C:10]3[C:5]([CH2:6][CH2:7][C:8](=[O:28])[N:9]3[CH3:27])=[CH:4][C:3]=2[O:2][CH3:1])[C@@H:16]1[C:21]1[CH:26]=[CH:25][CH:24]=[CH:23][CH:22]=1)([CH3:32])[CH3:31]. The catalyst class is: 291. (3) Reactant: [CH2:1]([O:3][C:4]1[CH:9]=[CH:8][C:7]([OH:10])=[CH:6][CH:5]=1)[CH3:2].[Br:11]Br. The catalyst class is: 22. Product: [Br:11][C:8]1[CH:9]=[C:4]([O:3][CH2:1][CH3:2])[CH:5]=[CH:6][C:7]=1[OH:10].